This data is from Experimentally validated miRNA-target interactions with 360,000+ pairs, plus equal number of negative samples. The task is: Binary Classification. Given a miRNA mature sequence and a target amino acid sequence, predict their likelihood of interaction. (1) The miRNA is hsa-miR-4691-3p with sequence CCAGCCACGGACUGAGAGUGCAU. The protein sequence of the target gene is MRRSKADVERYVASVLGLTPSPRQKSMKGFYFAKLYYEAKEYDLAKKYICTYINVQERDPKAHRFLGLLYELEENTEKAVECYRRSVELNPTQKDLVLKIAELLCKNDVTDGRAKYWVERAAKLFPGSPAIYKLKEQLLDCEGEDGWNKLFDLIQSELYVRPDDVHVNIRLVELYRSTKRLKDAVAHCHEAERNIALRSSLEWNSCVVQTLKEYLESLQCLESDKSDWRATNTDLLLAYANLMLLTLSTRDVQENRELLESFDSALQSAKSSLGGNDELSATFLEMKGHFYMYAGSLLLK.... Result: 0 (no interaction). (2) The miRNA is hsa-miR-6834-3p with sequence UAUGUCCCAUCCCUCCAUCA. The protein sequence of the target gene is MPGTPGSLEMGLLTFRDVAIEFSPEEWQCLDTAQQNLYRNVMLENYRNLAFLGIALSKPDLITYLEQGKEPWNMKQHEMVDEPTGICPHFPQDFWPEQSMEDSFQKVLLRKYEKCGHENLQLRKGCKSVDECKVHKEGYNKLNQCLTTAQSKVFQCGKYLKVFYKFLNSNRHTIRHTGKKCFKCKKCVKSFCIRLHKTQHKCVYITEKSCKCKECEKTFHWSSTLTNHKEIHTEDKPYKCEECGKAFKQLSTLTTHKIICAKEKIYKCEECGKAFLWSSTLTRHKRIHTGEKPYKCEECG.... Result: 0 (no interaction). (3) The miRNA is hsa-miR-4263 with sequence AUUCUAAGUGCCUUGGCC. The protein sequence of the target gene is MADSASESDTDAAGGGPAAMQSSCSATSGGSGGGGGGKSGGIVISPFRLEELTNRLASLQQENKVLKIELETYKLKCKALQEENRDLRKASVTIQARAEQEEEFISNTLFKKIQALQKEKETLAVNYEKEEEFLTNELSRKLMQLQHEKAELEQHLEQEQEFQVNKLMKKIKKLENDTISKQLTLEQLRREKIDLENTLEQEQEALVNRLWKRMDKLEAEKRILQEKLDQPVSAPPSPRDISMEIDSPENMMRHIRFLKNEVERLKKQLRAAQLQHSEKMAQYLEEERHMREENLRLQRK.... Result: 0 (no interaction). (4) The miRNA is mmu-miR-877-3p with sequence UGUCCUCUUCUCCCUCCUCCCA. The protein sequence of the target gene is MEVNPPKQEHLLALKVMRLTKPTLFTNIPVTCEEKDLPGDLFNQLMKDDPSTVNGAEILMLGEMLTLPQNFGNIFLGETFSSYISVHNDSNQVVKDILVKADLQTSSQRLNLSASNAAVAELKPDCCIDDVIHHEVKEIGTHILVCAVSYTTQGGEKMYFRKFFKFQVLKPLDVKTKFYNAESDLSSVTDEVFLEAQIQNITTSPMFMEKVSLEPSIMYNVTELNSVTQAGECISTFGSRGYLQPMDTRQYLYCLKPKKEFAEKAGIIKGVTVIGKLDIVWKTNLGERGRLQTSQLQRMA.... Result: 0 (no interaction).